This data is from NCI-60 drug combinations with 297,098 pairs across 59 cell lines. The task is: Regression. Given two drug SMILES strings and cell line genomic features, predict the synergy score measuring deviation from expected non-interaction effect. (1) Drug 1: C1C(C(OC1N2C=C(C(=O)NC2=O)F)CO)O. Drug 2: C(=O)(N)NO. Cell line: UACC62. Synergy scores: CSS=22.8, Synergy_ZIP=-6.31, Synergy_Bliss=-0.373, Synergy_Loewe=-77.9, Synergy_HSA=0.119. (2) Drug 1: CS(=O)(=O)C1=CC(=C(C=C1)C(=O)NC2=CC(=C(C=C2)Cl)C3=CC=CC=N3)Cl. Drug 2: CC1=C2C(C(=O)C3(C(CC4C(C3C(C(C2(C)C)(CC1OC(=O)C(C(C5=CC=CC=C5)NC(=O)OC(C)(C)C)O)O)OC(=O)C6=CC=CC=C6)(CO4)OC(=O)C)O)C)O. Cell line: RXF 393. Synergy scores: CSS=55.9, Synergy_ZIP=11.9, Synergy_Bliss=12.3, Synergy_Loewe=13.3, Synergy_HSA=15.0. (3) Drug 1: CC1=CC=C(C=C1)C2=CC(=NN2C3=CC=C(C=C3)S(=O)(=O)N)C(F)(F)F. Drug 2: CCC(=C(C1=CC=CC=C1)C2=CC=C(C=C2)OCCN(C)C)C3=CC=CC=C3.C(C(=O)O)C(CC(=O)O)(C(=O)O)O. Cell line: KM12. Synergy scores: CSS=18.9, Synergy_ZIP=-5.46, Synergy_Bliss=-3.22, Synergy_Loewe=-1.05, Synergy_HSA=0.133. (4) Drug 1: CS(=O)(=O)C1=CC(=C(C=C1)C(=O)NC2=CC(=C(C=C2)Cl)C3=CC=CC=N3)Cl. Drug 2: CC=C1C(=O)NC(C(=O)OC2CC(=O)NC(C(=O)NC(CSSCCC=C2)C(=O)N1)C(C)C)C(C)C. Cell line: HCT-15. Synergy scores: CSS=5.32, Synergy_ZIP=1.53, Synergy_Bliss=3.06, Synergy_Loewe=1.59, Synergy_HSA=2.28. (5) Cell line: PC-3. Drug 2: CC1C(C(CC(O1)OC2CC(CC3=C2C(=C4C(=C3O)C(=O)C5=C(C4=O)C(=CC=C5)OC)O)(C(=O)CO)O)N)O.Cl. Drug 1: CNC(=O)C1=NC=CC(=C1)OC2=CC=C(C=C2)NC(=O)NC3=CC(=C(C=C3)Cl)C(F)(F)F. Synergy scores: CSS=51.3, Synergy_ZIP=-1.11, Synergy_Bliss=2.51, Synergy_Loewe=-4.63, Synergy_HSA=3.45. (6) Drug 1: COC1=NC(=NC2=C1N=CN2C3C(C(C(O3)CO)O)O)N. Drug 2: C1CN(CCN1C(=O)CCBr)C(=O)CCBr. Cell line: SR. Synergy scores: CSS=58.0, Synergy_ZIP=4.56, Synergy_Bliss=5.06, Synergy_Loewe=-17.3, Synergy_HSA=3.81. (7) Drug 1: CC1=C2C(C(=O)C3(C(CC4C(C3C(C(C2(C)C)(CC1OC(=O)C(C(C5=CC=CC=C5)NC(=O)OC(C)(C)C)O)O)OC(=O)C6=CC=CC=C6)(CO4)OC(=O)C)OC)C)OC. Drug 2: CCCS(=O)(=O)NC1=C(C(=C(C=C1)F)C(=O)C2=CNC3=C2C=C(C=N3)C4=CC=C(C=C4)Cl)F. Cell line: COLO 205. Synergy scores: CSS=68.0, Synergy_ZIP=1.55, Synergy_Bliss=-1.53, Synergy_Loewe=-4.67, Synergy_HSA=1.69. (8) Drug 1: CC12CCC(CC1=CCC3C2CCC4(C3CC=C4C5=CN=CC=C5)C)O. Drug 2: CNC(=O)C1=CC=CC=C1SC2=CC3=C(C=C2)C(=NN3)C=CC4=CC=CC=N4. Cell line: BT-549. Synergy scores: CSS=2.52, Synergy_ZIP=0.674, Synergy_Bliss=3.44, Synergy_Loewe=1.00, Synergy_HSA=1.71. (9) Drug 2: C1=CN(C=N1)CC(O)(P(=O)(O)O)P(=O)(O)O. Drug 1: COC1=NC(=NC2=C1N=CN2C3C(C(C(O3)CO)O)O)N. Synergy scores: CSS=-8.37, Synergy_ZIP=2.12, Synergy_Bliss=-1.53, Synergy_Loewe=-5.97, Synergy_HSA=-6.71. Cell line: 786-0.